This data is from Forward reaction prediction with 1.9M reactions from USPTO patents (1976-2016). The task is: Predict the product of the given reaction. (1) Given the reactants [CH3:1][N:2]([C:12]1[CH:17]=[CH:16][CH:15]=[CH:14][CH:13]=1)[C:3]1[CH:4]=[C:5]([CH:9]=[CH:10][CH:11]=1)[C:6]([OH:8])=O.Cl.[Cl:19][C:20]1[CH:21]=[C:22]2[C:26](=[CH:27][CH:28]=1)[NH:25][CH:24]=[C:23]2[CH2:29][CH2:30][NH2:31].CN(C(ON1N=NC2C=CC=NC1=2)=[N+](C)C)C.F[P-](F)(F)(F)(F)F.C(N(CC)C(C)C)(C)C, predict the reaction product. The product is: [Cl:19][C:20]1[CH:21]=[C:22]2[C:26](=[CH:27][CH:28]=1)[NH:25][CH:24]=[C:23]2[CH2:29][CH2:30][NH:31][C:6](=[O:8])[C:5]1[CH:9]=[CH:10][CH:11]=[C:3]([N:2]([CH3:1])[C:12]2[CH:17]=[CH:16][CH:15]=[CH:14][CH:13]=2)[CH:4]=1. (2) Given the reactants [CH3:1][C:2]([C:6]1[CH:11]=[CH:10][C:9]([N+:12]([O-])=O)=[CH:8][C:7]=1[CH3:15])([CH3:5])[C:3]#[N:4], predict the reaction product. The product is: [NH2:12][C:9]1[CH:10]=[CH:11][C:6]([C:2]([CH3:1])([CH3:5])[C:3]#[N:4])=[C:7]([CH3:15])[CH:8]=1.